This data is from Full USPTO retrosynthesis dataset with 1.9M reactions from patents (1976-2016). The task is: Predict the reactants needed to synthesize the given product. (1) The reactants are: [F:1][C:2]([F:26])([F:25])[C:3]1[CH:4]=[C:5]([CH:22]=[CH:23][CH:24]=1)[CH2:6][NH:7][C:8]1[C:17]2[C:12](=[C:13]([C:18]([O:20]C)=[O:19])[CH:14]=[CH:15][CH:16]=2)[N:11]=[CH:10][N:9]=1.[OH-].[Na+]. Given the product [F:26][C:2]([F:1])([F:25])[C:3]1[CH:4]=[C:5]([CH:22]=[CH:23][CH:24]=1)[CH2:6][NH:7][C:8]1[C:17]2[C:12](=[C:13]([C:18]([OH:20])=[O:19])[CH:14]=[CH:15][CH:16]=2)[N:11]=[CH:10][N:9]=1, predict the reactants needed to synthesize it. (2) Given the product [C:8]([NH:7][C:5](=[O:6])[C:4]1[CH:12]=[C:13]([NH:15][C:19](=[O:20])[CH2:18][CH:17]([CH3:22])[CH3:16])[CH:14]=[C:2]([NH:1][C:28](=[O:29])[CH2:27][CH:26]([CH3:33])[CH3:25])[CH:3]=1)([CH3:11])([CH3:10])[CH3:9], predict the reactants needed to synthesize it. The reactants are: [NH2:1][C:2]1[CH:3]=[C:4]([CH:12]=[C:13]([NH2:15])[CH:14]=1)[C:5]([NH:7][C:8]([CH3:11])([CH3:10])[CH3:9])=[O:6].[CH3:16][CH:17]([CH3:22])[CH2:18][C:19](Cl)=[O:20].CN1[C:28](=[O:29])[CH2:27][CH2:26][CH2:25]1.[Li+].[Cl-].N1C=CC=C[CH:33]=1. (3) Given the product [ClH:32].[CH3:27][O:28][CH2:29][C:30]([NH:3][C:4]1[CH:9]=[CH:8][C:7]([C:10]2[CH:11]=[CH:12][C:13]([NH:16][C:17]([C@@H:19]3[CH:24]4[CH2:23][CH2:22][N:21]([CH2:26][CH2:25]4)[CH2:20]3)=[O:18])=[CH:14][CH:15]=2)=[CH:6][CH:5]=1)=[O:31], predict the reactants needed to synthesize it. The reactants are: Cl.Cl.[NH2:3][C:4]1[CH:9]=[CH:8][C:7]([C:10]2[CH:15]=[CH:14][C:13]([NH:16][C:17]([C@@H:19]3[CH:24]4[CH2:25][CH2:26][N:21]([CH2:22][CH2:23]4)[CH2:20]3)=[O:18])=[CH:12][CH:11]=2)=[CH:6][CH:5]=1.[CH3:27][O:28][CH2:29][C:30]([Cl:32])=[O:31].CS(C)=O.